From a dataset of Catalyst prediction with 721,799 reactions and 888 catalyst types from USPTO. Predict which catalyst facilitates the given reaction. (1) Reactant: [OH:1][P:2]([O-:5])([OH:4])=[O:3].[Na+:6].[OH:7][P:8]([O-:11])([O-:10])=[O:9].[Na+].[Na+]. Product: [OH:3][P:2]([O-:5])([OH:4])=[O:1].[Na+:6].[OH:9][P:8]([O-:11])([O-:10])=[O:7].[Na+:6].[Na+:6].[P:2]([O-:5])([O-:4])([O-:3])=[O:1]. The catalyst class is: 6. (2) Reactant: C([O:3][C:4](=[O:41])[CH2:5][C@@H:6]([NH:19][C:20]1[C:25]([C:26]2[CH:31]=[CH:30][CH:29]=[CH:28][C:27]=2[F:32])=[CH:24][N:23]=[C:22]([N:33]([CH:35]2[CH2:40][CH2:39][CH2:38][CH2:37][CH2:36]2)[CH3:34])[N:21]=1)[C:7]1[CH:12]=[CH:11][C:10]([O:13][C:14]([N:16]([CH3:18])[CH3:17])=[O:15])=[CH:9][CH:8]=1)C.[OH-].[Na+]. Product: [F:32][C:27]1[CH:28]=[CH:29][CH:30]=[CH:31][C:26]=1[C:25]1[C:20]([NH:19][C@@H:6]([C:7]2[CH:8]=[CH:9][C:10]([O:13][C:14]([N:16]([CH3:17])[CH3:18])=[O:15])=[CH:11][CH:12]=2)[CH2:5][C:4]([OH:41])=[O:3])=[N:21][C:22]([N:33]([CH:35]2[CH2:40][CH2:39][CH2:38][CH2:37][CH2:36]2)[CH3:34])=[N:23][CH:24]=1. The catalyst class is: 24. (3) Reactant: C[O:2][C:3](=[O:37])[CH2:4][C:5]1[CH:10]=[CH:9][C:8]([C:11]2[O:15][N:14]=[C:13]([C:16]3[CH:21]=[CH:20][CH:19]=[CH:18][CH:17]=3)[C:12]=2[C:22](=[O:35])[NH:23][CH2:24][CH2:25][O:26][C:27]2[CH:32]=[CH:31][C:30]([Cl:33])=[CH:29][C:28]=2[Cl:34])=[C:7]([Cl:36])[CH:6]=1.[Li+].[OH-].Cl.C(Cl)Cl. Product: [Cl:36][C:7]1[CH:6]=[C:5]([CH2:4][C:3]([OH:37])=[O:2])[CH:10]=[CH:9][C:8]=1[C:11]1[O:15][N:14]=[C:13]([C:16]2[CH:17]=[CH:18][CH:19]=[CH:20][CH:21]=2)[C:12]=1[C:22](=[O:35])[NH:23][CH2:24][CH2:25][O:26][C:27]1[CH:32]=[CH:31][C:30]([Cl:33])=[CH:29][C:28]=1[Cl:34]. The catalyst class is: 20. (4) Reactant: F[C:2]1[N:7]=[CH:6][C:5]([C:8]2[C:9]([CH3:27])=[N:10][CH:11]=[C:12]([NH:14][C:15](=[O:26])[C:16]3[CH:21]=[CH:20][CH:19]=[C:18]([C:22]([F:25])([F:24])[F:23])[CH:17]=3)[CH:13]=2)=[CH:4][C:3]=1[N:28]1[CH2:33][CH2:32][O:31][CH2:30][CH2:29]1.[OH:34][CH:35]1[CH2:40][CH2:39][S:38](=[O:42])(=[O:41])[CH2:37][CH2:36]1.[H-].[Na+]. Product: [O:41]=[S:38]1(=[O:42])[CH2:39][CH2:40][CH:35]([O:34][C:2]2[N:7]=[CH:6][C:5]([C:8]3[C:9]([CH3:27])=[N:10][CH:11]=[C:12]([NH:14][C:15](=[O:26])[C:16]4[CH:21]=[CH:20][CH:19]=[C:18]([C:22]([F:23])([F:24])[F:25])[CH:17]=4)[CH:13]=3)=[CH:4][C:3]=2[N:28]2[CH2:29][CH2:30][O:31][CH2:32][CH2:33]2)[CH2:36][CH2:37]1. The catalyst class is: 1. (5) The catalyst class is: 8. Product: [OH:20][CH2:19][CH2:18][N:9]1[CH:6]2[CH2:7][CH2:8][CH:2]1[CH2:3][CH:4]([OH:10])[CH2:5]2. Reactant: Cl.[CH:2]12[NH:9][CH:6]([CH2:7][CH2:8]1)[CH2:5][CH:4]([OH:10])[CH2:3]2.C(=O)([O-])[O-].[Na+].[Na+].Br[CH2:18][CH2:19][OH:20]. (6) Reactant: C(N([P:8]([N:12]([CH:16]([CH3:18])[CH3:17])[CH:13]([CH3:15])[CH3:14])(Cl)([O-:10])[O-:9])C(C)C)(C)C.[C:19]([NH:27][C:28]1[CH:64]=[CH:63][N:31]([C@@H:32]2[O:62][C@H:36]([CH2:37][O:38][C:39]([C:56]3[CH:61]=[CH:60][CH:59]=[CH:58][CH:57]=3)([C:48]3[CH:53]=[CH:52][C:51]([O:54][CH3:55])=[CH:50][CH:49]=3)[C:40]3[CH:45]=[CH:44][C:43]([O:46][CH3:47])=[CH:42][CH:41]=3)[C@@H:34]([OH:35])[CH2:33]2)[C:30](=[O:65])[N:29]=1)(=[O:26])[C:20]1[CH:25]=[CH:24][CH:23]=[CH:22][CH:21]=1.C(N(C(C)C)C(C)C)C.[C:75]([O:78][C@@H:79]1[C@@H:91]([O:92][C:93](=[O:95])[CH3:94])[C@H:90]([O:96][C:97](=[O:99])[CH3:98])[C@@H:89]([CH2:100][O:101][C:102](=[O:104])[CH3:103])[O:88][C@H:80]1[O:81][CH2:82][CH2:83][O:84][CH2:85][CH2:86]O)(=[O:77])[CH3:76].N1C=NN=N1. Product: [C:19]([NH:27][C:28]1[CH:64]=[CH:63][N:31]([C@@H:32]2[O:62][C@H:36]([CH2:37][O:38][C:39]([C:56]3[CH:61]=[CH:60][CH:59]=[CH:58][CH:57]=3)([C:40]3[CH:45]=[CH:44][C:43]([O:46][CH3:47])=[CH:42][CH:41]=3)[C:48]3[CH:53]=[CH:52][C:51]([O:54][CH3:55])=[CH:50][CH:49]=3)[C@@H:34]([O:35][P:8]([N:12]([CH:13]([CH3:14])[CH3:15])[CH:16]([CH3:17])[CH3:18])([O:9][CH2:86][CH2:85][O:84][CH2:83][CH2:82][O:81][C@@H:80]3[O:88][C@H:89]([CH2:100][O:101][C:102](=[O:104])[CH3:103])[C@@H:90]([O:96][C:97](=[O:99])[CH3:98])[C@H:91]([O:92][C:93](=[O:95])[CH3:94])[C@H:79]3[O:78][C:75](=[O:77])[CH3:76])=[O:10])[CH2:33]2)[C:30](=[O:65])[N:29]=1)(=[O:26])[C:20]1[CH:25]=[CH:24][CH:23]=[CH:22][CH:21]=1. The catalyst class is: 4. (7) Reactant: Cl[C:2]1[C:3]2[C:4](=[CH:16][N:17](CC3C=CC(OC)=CC=3)[N:18]=2)[N:5]=[C:6]([C:8]2[CH:13]=[CH:12][CH:11]=[C:10]([S:14][CH3:15])[CH:9]=2)[N:7]=1.[CH3:28][O:29][C:30]1[CH:31]=[C:32]([CH:34]=[CH:35][C:36]=1[O:37][CH3:38])[NH2:33].Cl. Product: [CH3:28][O:29][C:30]1[CH:31]=[C:32]([NH:33][C:2]2[C:3]3[NH:18][N:17]=[CH:16][C:4]=3[N:5]=[C:6]([C:8]3[CH:13]=[CH:12][CH:11]=[C:10]([S:14][CH3:15])[CH:9]=3)[N:7]=2)[CH:34]=[CH:35][C:36]=1[O:37][CH3:38]. The catalyst class is: 71. (8) Reactant: [F:1][C:2]1[CH:10]=[CH:9][CH:8]=[C:7]2[C:3]=1[C:4]([C:21]1[CH2:26][CH2:25][CH:24]([C:27]([O:29][C:30]([CH3:33])([CH3:32])[CH3:31])=[O:28])[CH2:23][CH:22]=1)=[CH:5][N:6]2S(C1C=CC(C)=CC=1)(=O)=O.C1COCC1.C(O)C.[OH-].[K+]. The catalyst class is: 5. Product: [F:1][C:2]1[CH:10]=[CH:9][CH:8]=[C:7]2[C:3]=1[C:4]([C:21]1[CH2:26][CH2:25][CH:24]([C:27]([O:29][C:30]([CH3:33])([CH3:32])[CH3:31])=[O:28])[CH2:23][CH:22]=1)=[CH:5][NH:6]2. (9) Reactant: [C:1]1([CH3:11])[C:2]([C:7]([O:9]C)=O)=[CH:3][CH:4]=[CH:5][CH:6]=1.[CH3:12][C:13]([CH3:21])([CH:16]([OH:20])[CH:17]([CH3:19])[CH3:18])[CH2:14][OH:15].[CH3:22][O-:23].[K+].[C:25](O)(=O)[CH3:26]. Product: [C:25]1([CH3:26])[C:5]([C:22]([O:15][CH2:14][C:13]([CH3:21])([CH3:12])[CH:16]([O:20][C:7]([C:2]2[C:1]([CH3:11])=[CH:6][CH:5]=[CH:4][CH:3]=2)=[O:9])[CH:17]([CH3:19])[CH3:18])=[O:23])=[CH:6][CH:1]=[CH:2][CH:3]=1. The catalyst class is: 5. (10) Reactant: [C:1]([O:5][C:6]([N:8]1[CH2:14][CH2:13][C:12]2[CH:15]=[CH:16][C:17]([OH:19])=[CH:18][C:11]=2[CH2:10][CH2:9]1)=[O:7])([CH3:4])([CH3:3])[CH3:2].C(N(CC)CC)C.[F:27][C:28]([F:41])([F:40])[S:29](O[S:29]([C:28]([F:41])([F:40])[F:27])(=[O:31])=[O:30])(=[O:31])=[O:30].C(=O)(O)[O-].[Na+]. Product: [C:1]([O:5][C:6]([N:8]1[CH2:14][CH2:13][C:12]2[CH:15]=[CH:16][C:17]([O:19][S:29]([C:28]([F:41])([F:40])[F:27])(=[O:31])=[O:30])=[CH:18][C:11]=2[CH2:10][CH2:9]1)=[O:7])([CH3:4])([CH3:2])[CH3:3]. The catalyst class is: 4.